This data is from Full USPTO retrosynthesis dataset with 1.9M reactions from patents (1976-2016). The task is: Predict the reactants needed to synthesize the given product. (1) Given the product [F:32][C:30]1[CH:29]=[C:28]([F:33])[CH:27]=[C:26]2[C:31]=1[C:22]([NH:14][C:3]1[C:2]([I:1])=[CH:7][N:6]=[C:5]([N:8]3[CH2:9][CH2:10][O:11][CH2:12][CH2:13]3)[CH:4]=1)=[C:23]([CH3:40])[C:24]([C:34]1[CH:39]=[CH:38][CH:37]=[CH:36][N:35]=1)=[N:25]2, predict the reactants needed to synthesize it. The reactants are: [I:1][C:2]1[C:3]([NH2:14])=[CH:4][C:5]([N:8]2[CH2:13][CH2:12][O:11][CH2:10][CH2:9]2)=[N:6][CH:7]=1.CC(C)([O-])C.[K+].Cl[C:22]1[C:31]2[C:26](=[CH:27][C:28]([F:33])=[CH:29][C:30]=2[F:32])[N:25]=[C:24]([C:34]2[CH:39]=[CH:38][CH:37]=[CH:36][N:35]=2)[C:23]=1[CH3:40].C(=O)([O-])[O-].[Na+].[Na+]. (2) Given the product [CH3:1][O:2][C:3](=[O:12])[C:4]1[CH:9]=[CH:8][C:7]([C:16]#[C:15][CH2:14][CH2:13][O:17][CH:18]2[CH2:23][CH2:22][CH2:21][CH2:20][O:19]2)=[C:6]([NH2:11])[CH:5]=1, predict the reactants needed to synthesize it. The reactants are: [CH3:1][O:2][C:3](=[O:12])[C:4]1[CH:9]=[CH:8][C:7](I)=[C:6]([NH2:11])[CH:5]=1.[CH2:13]([O:17][CH:18]1[CH2:23][CH2:22][CH2:21][CH2:20][O:19]1)[CH2:14][C:15]#[CH:16]. (3) Given the product [CH2:1]([O:3][C:4](=[O:18])[CH:5]([C:49]1[CH:48]=[CH:56][C:55]([O:34][CH2:33][CH2:32][C:30]2[N:31]=[C:27]([C:24]3[CH:23]=[CH:22][C:21]([O:20][CH3:19])=[CH:26][CH:25]=3)[S:28][C:29]=2[CH3:35])=[C:51]([CH3:52])[CH:50]=1)[CH3:6])[CH3:2], predict the reactants needed to synthesize it. The reactants are: [CH2:1]([O:3][C:4](=[O:18])[CH:5](OCC)[CH2:6]C1C=CC(O)=C(C)C=1)[CH3:2].[CH3:19][O:20][C:21]1[CH:26]=[CH:25][C:24]([C:27]2[S:28][C:29]([CH3:35])=[C:30]([CH2:32][CH2:33][OH:34])[N:31]=2)=[CH:23][CH:22]=1.COC(=O)CC(=O)C(Br)C.CO[C:48]1[CH:56]=[CH:55][C:51]([C:52](N)=S)=[CH:50][CH:49]=1.C1(P(C2C=CC=CC=2)C2C=CC=CC=2)C=CC=CC=1.N(C(OCC)=O)=NC(OCC)=O. (4) Given the product [S:1]1[CH:5]=[CH:4][C:3]([C:6]2[CH:11]=[CH:10][N:9]3[C:12]([C:15]4[CH:22]=[CH:21][C:18]([CH2:19][NH2:20])=[CH:17][CH:16]=4)=[CH:13][N:14]=[C:8]3[CH:7]=2)=[CH:2]1, predict the reactants needed to synthesize it. The reactants are: [S:1]1[CH:5]=[CH:4][C:3]([C:6]2[CH:11]=[CH:10][N:9]3[C:12]([C:15]4[CH:22]=[CH:21][C:18]([C:19]#[N:20])=[CH:17][CH:16]=4)=[CH:13][N:14]=[C:8]3[CH:7]=2)=[CH:2]1.S(C)C.[OH-].[Na+]. (5) Given the product [N:1]([CH2:4][CH2:5][NH:6][C:7](=[O:21])[C:8]1[CH:9]=[CH:10][C:11]([CH2:12][CH2:13][CH2:14][CH2:15][CH2:16][CH2:17][CH3:18])=[CH:23][CH:22]=1)=[N+:2]=[N-:3], predict the reactants needed to synthesize it. The reactants are: [N:1]([CH2:4][CH2:5][NH:6][C:7](=[O:21])[CH2:8][CH2:9][CH2:10][CH2:11][CH2:12][CH2:13][CH2:14][CH2:15][CH2:16][CH2:17][CH2:18]CC)=[N+:2]=[N-:3].[CH2:22](C1C=CC(C(Cl)=O)=CC=1)[CH2:23]CCCCC.N(CCN)=[N+]=[N-].C(N(CC)CC)C.